This data is from Full USPTO retrosynthesis dataset with 1.9M reactions from patents (1976-2016). The task is: Predict the reactants needed to synthesize the given product. (1) Given the product [O:6]1[CH2:1][CH2:19][C:18]#[C:17][CH2:16][CH2:15][O:14][C:12](=[O:13])[CH2:11][CH2:10][CH2:9][CH2:8][C:7]1=[O:20], predict the reactants needed to synthesize it. The reactants are: [CH2:1]([O:6][C:7](=[O:20])[CH2:8][CH2:9][CH2:10][CH2:11][C:12]([O:14][CH2:15][CH2:16][C:17]#[C:18][CH3:19])=[O:13])CC#CC.O(CC)CC. (2) The reactants are: [NH2:1][C@H:2]([C:8]1[CH:13]=[CH:12][C:11]([O:14][CH3:15])=[C:10]([O:16][CH3:17])[CH:9]=1)[CH2:3][C:4]([O:6]C)=[O:5].[OH-].[Na+]. Given the product [NH2:1][C@H:2]([C:8]1[CH:13]=[CH:12][C:11]([O:14][CH3:15])=[C:10]([O:16][CH3:17])[CH:9]=1)[CH2:3][C:4]([OH:6])=[O:5], predict the reactants needed to synthesize it. (3) Given the product [OH:4][CH2:5][C:6]1[C:14]([S:15]([CH3:18])(=[O:17])=[O:16])=[CH:13][C:12]2[N:11]3[CH2:19][CH2:20][N:21]([C:26]4[N:31]=[C:30]([C:32]([F:35])([F:34])[F:33])[C:29]([C:36]([OH:38])([CH3:39])[CH3:37])=[CH:28][N:27]=4)[CH:22]([CH:23]([CH3:25])[CH3:24])[C:10]3=[CH:9][C:8]=2[CH:7]=1, predict the reactants needed to synthesize it. The reactants are: C([O:4][CH2:5][C:6]1[C:14]([S:15]([CH3:18])(=[O:17])=[O:16])=[CH:13][C:12]2[N:11]3[CH2:19][CH2:20][N:21]([C:26]4[N:31]=[C:30]([C:32]([F:35])([F:34])[F:33])[C:29]([C:36](=[O:38])[CH3:37])=[CH:28][N:27]=4)[CH:22]([CH:23]([CH3:25])[CH3:24])[C:10]3=[CH:9][C:8]=2[CH:7]=1)(=O)C.[CH3:39][Mg]Cl.[NH4+].[Cl-].O. (4) Given the product [F:68][C:67]([F:70])([F:69])[C:65]([O-:71])=[O:66].[OH:18][C:17]1[C:37]([C:38]([NH:54][CH2:55][C:56]2[NH2+:60][C:59]3[CH:61]=[CH:62][CH:63]=[CH:64][C:58]=3[N:57]=2)=[O:40])=[N:26][CH:25]=[C:24]2[C:19]=1[N:20]=[CH:21][CH:22]=[CH:23]2, predict the reactants needed to synthesize it. The reactants are: ClC(Cl)(OC(=O)OC(Cl)(Cl)Cl)Cl.C(O[C:17]([C:19]1[C:24]([CH2:25][N:26]([CH2:37][C:38]([O:40]C)=O)S(C2C=CC(C)=CC=2)(=O)=O)=[CH:23][CH:22]=[CH:21][N:20]=1)=[O:18])(C)C.C(N(C(C)C)CC)(C)C.O.[Cl-].[Cl-].[NH3+:54][CH2:55][C:56]1[NH2+:60][C:59]2[CH:61]=[CH:62][CH:63]=[CH:64][C:58]=2[N:57]=1.[C:65]([OH:71])([C:67]([F:70])([F:69])[F:68])=[O:66].